From a dataset of Full USPTO retrosynthesis dataset with 1.9M reactions from patents (1976-2016). Predict the reactants needed to synthesize the given product. (1) Given the product [Br:1][C:2]1[CH:7]=[CH:6][C:5]([C:8]2[C:12]3[CH:13]=[CH:14][C:15]([O:17][CH2:18][CH2:19][CH2:20][NH:25][CH2:24][CH2:23][OH:22])=[CH:16][C:11]=3[S:10][N:9]=2)=[CH:4][CH:3]=1, predict the reactants needed to synthesize it. The reactants are: [Br:1][C:2]1[CH:7]=[CH:6][C:5]([C:8]2[C:12]3[CH:13]=[CH:14][C:15]([O:17][CH2:18][CH2:19][CH2:20]Br)=[CH:16][C:11]=3[S:10][N:9]=2)=[CH:4][CH:3]=1.[OH:22][CH2:23][CH2:24][NH2:25]. (2) Given the product [CH:2]1([CH2:5][O:6][C:7]2[CH:12]=[C:11]([F:13])[CH:10]=[CH:9][C:8]=2[C:14]2[C:15]3[NH:22][C:21]([CH3:23])=[C:20]([C:24]([NH:26][C@H:27]4[CH2:32][CH2:31][N:30]([C:37](=[O:38])[CH2:36][O:35][CH3:34])[CH2:29][C@@H:28]4[OH:33])=[O:25])[C:16]=3[N:17]=[CH:18][N:19]=2)[CH2:4][CH2:3]1, predict the reactants needed to synthesize it. The reactants are: Cl.[CH:2]1([CH2:5][O:6][C:7]2[CH:12]=[C:11]([F:13])[CH:10]=[CH:9][C:8]=2[C:14]2[C:15]3[NH:22][C:21]([CH3:23])=[C:20]([C:24]([NH:26][C@H:27]4[CH2:32][CH2:31][NH:30][CH2:29][C@H:28]4[OH:33])=[O:25])[C:16]=3[N:17]=[CH:18][N:19]=2)[CH2:4][CH2:3]1.[CH3:34][O:35][CH2:36][C:37](Cl)=[O:38]. (3) The reactants are: I[C:2]1[CH:7]([O:8][CH3:9])[NH:6][C:5]([N:10]2[CH2:15][CH2:14][O:13][CH2:12][CH2:11]2)=[N:4][C:3]=1[NH:16][C@@H:17]1[CH2:22][CH2:21][CH2:20][N:19]([C:23]([O:25][C:26]([CH3:29])([CH3:28])[CH3:27])=[O:24])[CH2:18]1.[CH3:30][C:31]1[C:39]2[S:38][CH:37]=[N:36][C:35]=2[CH:34]=[CH:33][CH:32]=1.C(=O)([O-])[O-].[Cs+].[Cs+]. Given the product [CH3:9][O:8][CH:7]1[NH:6][C:5]([N:10]2[CH2:15][CH2:14][O:13][CH2:12][CH2:11]2)=[N:4][C:3]([NH:16][CH:17]2[CH2:22][CH2:21][CH2:20][N:19]([C:23]([O:25][C:26]([CH3:29])([CH3:28])[CH3:27])=[O:24])[CH2:18]2)=[C:2]1[C:37]1[S:38][C:39]2[C:31]([CH3:30])=[CH:32][CH:33]=[CH:34][C:35]=2[N:36]=1, predict the reactants needed to synthesize it.